Dataset: Cav3 T-type calcium channel HTS with 100,875 compounds. Task: Binary Classification. Given a drug SMILES string, predict its activity (active/inactive) in a high-throughput screening assay against a specified biological target. (1) The compound is s1c(nnc1NC(=O)CCn1nnc2c1cccc2)Cc1ccc(F)cc1. The result is 0 (inactive). (2) The drug is s1c(N(C(=O)COC)C)nnc1c1ccc([N+]([O-])=O)cc1. The result is 0 (inactive). (3) The drug is O(c1cc(CN(Cc2ccccc2)C)cc(OC)c1O)C. The result is 0 (inactive). (4) The compound is O=C(NCCC(C)C)c1cc2[nH]cnc2cc1. The result is 0 (inactive). (5) The drug is O=C(NCCN(CC)CC)Cn1nc(c2c(c1=O)cccc2)c1ccccc1. The result is 0 (inactive). (6) The drug is S(=O)(=O)(N1CCC(CC1)C(=O)N1CCc2c(C1)cccc2)c1cc(c(OC)cc1)C. The result is 1 (active). (7) The molecule is O=C(N1CCN(CC1)C(=O)c1ccncc1)c1ccncc1. The result is 0 (inactive). (8) The compound is S1\C(=C/c2cc(OC)c(O)c(OC)c2)C(=O)N=C1c1ccc(cc1)C. The result is 0 (inactive). (9) The result is 0 (inactive). The drug is O(c1nc(N)c2c(c(c(N3CCCC3)nc2N)C#N)c1)CCC. (10) The molecule is [nH]1c2c(c(c3c(c2C)ccnc3)C)c2c1cccc2. The result is 1 (active).